This data is from TCR-epitope binding with 47,182 pairs between 192 epitopes and 23,139 TCRs. The task is: Binary Classification. Given a T-cell receptor sequence (or CDR3 region) and an epitope sequence, predict whether binding occurs between them. The epitope is TLVPQEHYV. The TCR CDR3 sequence is CASSKGGATEAFF. Result: 1 (the TCR binds to the epitope).